From a dataset of NCI-60 drug combinations with 297,098 pairs across 59 cell lines. Regression. Given two drug SMILES strings and cell line genomic features, predict the synergy score measuring deviation from expected non-interaction effect. (1) Drug 1: C1CCC(CC1)NC(=O)N(CCCl)N=O. Drug 2: CS(=O)(=O)CCNCC1=CC=C(O1)C2=CC3=C(C=C2)N=CN=C3NC4=CC(=C(C=C4)OCC5=CC(=CC=C5)F)Cl. Cell line: OVCAR-8. Synergy scores: CSS=25.7, Synergy_ZIP=0.225, Synergy_Bliss=9.20, Synergy_Loewe=3.24, Synergy_HSA=8.03. (2) Drug 1: CCC1=CC2CC(C3=C(CN(C2)C1)C4=CC=CC=C4N3)(C5=C(C=C6C(=C5)C78CCN9C7C(C=CC9)(C(C(C8N6C)(C(=O)OC)O)OC(=O)C)CC)OC)C(=O)OC.C(C(C(=O)O)O)(C(=O)O)O. Drug 2: B(C(CC(C)C)NC(=O)C(CC1=CC=CC=C1)NC(=O)C2=NC=CN=C2)(O)O. Cell line: M14. Synergy scores: CSS=17.5, Synergy_ZIP=-0.0204, Synergy_Bliss=-0.112, Synergy_Loewe=0.919, Synergy_HSA=0.648. (3) Drug 1: CC1=C(C(=CC=C1)Cl)NC(=O)C2=CN=C(S2)NC3=CC(=NC(=N3)C)N4CCN(CC4)CCO. Drug 2: C#CCC(CC1=CN=C2C(=N1)C(=NC(=N2)N)N)C3=CC=C(C=C3)C(=O)NC(CCC(=O)O)C(=O)O. Cell line: PC-3. Synergy scores: CSS=68.0, Synergy_ZIP=13.9, Synergy_Bliss=-3.16, Synergy_Loewe=68.0, Synergy_HSA=-1.05. (4) Drug 1: C1CC(C1)(C(=O)O)C(=O)O.[NH2-].[NH2-].[Pt+2]. Drug 2: C1=NC(=NC(=O)N1C2C(C(C(O2)CO)O)O)N. Cell line: NCI/ADR-RES. Synergy scores: CSS=14.4, Synergy_ZIP=-3.09, Synergy_Bliss=-2.53, Synergy_Loewe=-2.14, Synergy_HSA=-1.16. (5) Drug 1: CCCCCOC(=O)NC1=NC(=O)N(C=C1F)C2C(C(C(O2)C)O)O. Drug 2: C1=NC2=C(N=C(N=C2N1C3C(C(C(O3)CO)O)F)Cl)N. Cell line: MDA-MB-231. Synergy scores: CSS=25.9, Synergy_ZIP=-6.51, Synergy_Bliss=-3.31, Synergy_Loewe=-74.8, Synergy_HSA=-1.73. (6) Drug 1: C(CC(=O)O)C(=O)CN.Cl. Drug 2: C1=CN(C=N1)CC(O)(P(=O)(O)O)P(=O)(O)O. Cell line: SF-539. Synergy scores: CSS=4.23, Synergy_ZIP=1.71, Synergy_Bliss=6.37, Synergy_Loewe=2.49, Synergy_HSA=3.18. (7) Drug 1: CC1CCC2CC(C(=CC=CC=CC(CC(C(=O)C(C(C(=CC(C(=O)CC(OC(=O)C3CCCCN3C(=O)C(=O)C1(O2)O)C(C)CC4CCC(C(C4)OC)OCCO)C)C)O)OC)C)C)C)OC. Drug 2: CN(CCCl)CCCl.Cl. Cell line: U251. Synergy scores: CSS=44.8, Synergy_ZIP=-12.4, Synergy_Bliss=-1.64, Synergy_Loewe=0.348, Synergy_HSA=1.32. (8) Drug 1: C1=NC2=C(N=C(N=C2N1C3C(C(C(O3)CO)O)F)Cl)N. Drug 2: C1CNP(=O)(OC1)N(CCCl)CCCl. Cell line: CAKI-1. Synergy scores: CSS=-2.95, Synergy_ZIP=7.83, Synergy_Bliss=5.66, Synergy_Loewe=-0.425, Synergy_HSA=-3.57.